Dataset: Kir2.1 potassium channel HTS with 301,493 compounds. Task: Binary Classification. Given a drug SMILES string, predict its activity (active/inactive) in a high-throughput screening assay against a specified biological target. (1) The drug is o1c2c(c(NCCCC)cc1=O)cccc2. The result is 0 (inactive). (2) The molecule is Clc1cc(S(=O)(=O)N2CC(CCC2)C(=O)NCc2ncccc2)ccc1OCC. The result is 0 (inactive). (3) The compound is N(c1c(c(Nc2cc(ccc2)C)ncc1)C#N)(C)C. The result is 0 (inactive).